Task: Regression. Given two drug SMILES strings and cell line genomic features, predict the synergy score measuring deviation from expected non-interaction effect.. Dataset: NCI-60 drug combinations with 297,098 pairs across 59 cell lines (1) Drug 1: CCCS(=O)(=O)NC1=C(C(=C(C=C1)F)C(=O)C2=CNC3=C2C=C(C=N3)C4=CC=C(C=C4)Cl)F. Drug 2: CC1=C(C(=CC=C1)Cl)NC(=O)C2=CN=C(S2)NC3=CC(=NC(=N3)C)N4CCN(CC4)CCO. Cell line: HCT116. Synergy scores: CSS=-3.54, Synergy_ZIP=-1.92, Synergy_Bliss=-7.16, Synergy_Loewe=-26.5, Synergy_HSA=-8.86. (2) Drug 1: C1CCC(C1)C(CC#N)N2C=C(C=N2)C3=C4C=CNC4=NC=N3. Drug 2: CC1=CC=C(C=C1)C2=CC(=NN2C3=CC=C(C=C3)S(=O)(=O)N)C(F)(F)F. Cell line: M14. Synergy scores: CSS=-10.5, Synergy_ZIP=6.71, Synergy_Bliss=5.32, Synergy_Loewe=-3.73, Synergy_HSA=-4.53. (3) Drug 1: C1=CC(=CC=C1CCC2=CNC3=C2C(=O)NC(=N3)N)C(=O)NC(CCC(=O)O)C(=O)O. Drug 2: CC1=CC=C(C=C1)C2=CC(=NN2C3=CC=C(C=C3)S(=O)(=O)N)C(F)(F)F. Cell line: SF-295. Synergy scores: CSS=27.8, Synergy_ZIP=-0.0488, Synergy_Bliss=-0.457, Synergy_Loewe=-22.5, Synergy_HSA=0.138.